Dataset: Reaction yield outcomes from USPTO patents with 853,638 reactions. Task: Predict the reaction yield, written as a fraction of the theoretical maximum amount of product (1.0 means a 100% yield; for example, 0.34 means a 34% yield). (1) The product is [Cl:28][C:19]1[CH:20]=[C:21]([C:23]2[O:24][C:25]([C@@H:31]([OH:32])[C:30]([CH3:34])([CH3:33])[CH3:29])=[N:26][N:27]=2)[CH:22]=[C:17]([Cl:16])[N:18]=1. The catalyst is O1CCCC1. The reactants are CC1(C)CCCC(C)(C)N1.C([Li])CCC.[Cl:16][C:17]1[CH:22]=[C:21]([C:23]2[O:24][CH:25]=[N:26][N:27]=2)[CH:20]=[C:19]([Cl:28])[N:18]=1.[CH3:29][C:30]([CH3:34])([CH3:33])[CH:31]=[O:32]. The yield is 0.850. (2) The reactants are C([O-])C.[Na+].C(OCC)(=O)[CH2:6][C:7]([O:9][CH2:10][CH3:11])=[O:8].Cl[C:17]1[C:21]2[CH:22]=[CH:23][CH:24]=[CH:25][C:20]=2[S:19][N:18]=1. The catalyst is CCO. The product is [NH2:18][C:17]1[C:21]2[CH:22]=[CH:23][CH:24]=[CH:25][C:20]=2[S:19][C:6]=1[C:7]([O:9][CH2:10][CH3:11])=[O:8]. The yield is 0.760. (3) The reactants are Br[C:2]1[N:7]=[C:6]([C:8]([O:10][CH3:11])=[O:9])[CH:5]=[CH:4][C:3]=1[F:12].[F:13][C:14]1[CH:19]=[C:18]([CH:20]2[CH2:23][O:22][CH2:21]2)[CH:17]=[C:16]([F:24])[C:15]=1B1OC(C)(C)C(C)(C)O1. No catalyst specified. The product is [F:13][C:14]1[CH:19]=[C:18]([CH:20]2[CH2:23][O:22][CH2:21]2)[CH:17]=[C:16]([F:24])[C:15]=1[C:2]1[N:7]=[C:6]([C:8]([O:10][CH3:11])=[O:9])[CH:5]=[CH:4][C:3]=1[F:12]. The yield is 0.470. (4) The reactants are [N+:1]([C:4]1[CH:12]=[C:11]2[C:7]([C:8]([C:13]#[N:14])=[CH:9][NH:10]2)=[CH:6][CH:5]=1)([O-])=O. The catalyst is CCO.[Pd]. The product is [NH2:1][C:4]1[CH:12]=[C:11]2[C:7]([C:8]([C:13]#[N:14])=[CH:9][NH:10]2)=[CH:6][CH:5]=1. The yield is 0.990. (5) The reactants are F[C:2]1[N:7]=[C:6]([C:8]2[NH:17][C:16](=[O:18])[C:15]3[C:10](=[CH:11][C:12]([O:21][CH3:22])=[CH:13][C:14]=3[O:19][CH3:20])[N:9]=2)[CH:5]=[CH:4][CH:3]=1.[CH3:23][O:24][CH2:25][CH2:26][N:27]1[CH2:32][CH2:31][NH:30][CH2:29][CH2:28]1.CN(C)C(N(C)C)=N. The catalyst is CS(C)=O.C(OCC)(=O)C. The product is [CH3:20][O:19][C:14]1[CH:13]=[C:12]([O:21][CH3:22])[CH:11]=[C:10]2[C:15]=1[C:16](=[O:18])[NH:17][C:8]([C:6]1[CH:5]=[CH:4][CH:3]=[C:2]([N:30]3[CH2:31][CH2:32][N:27]([CH2:26][CH2:25][O:24][CH3:23])[CH2:28][CH2:29]3)[N:7]=1)=[N:9]2. The yield is 0.490. (6) The product is [CH:10]([C@H:7]1[O:6][CH2:5][C@@H:4]([NH2:1])[CH2:9][CH2:8]1)([C:17]1[CH:22]=[CH:21][CH:20]=[CH:19][CH:18]=1)[C:11]1[CH:12]=[CH:13][CH:14]=[CH:15][CH:16]=1. The yield is 0.780. The reactants are [N:1]([C@H:4]1[CH2:9][CH2:8][C@@H:7]([CH:10]([C:17]2[CH:22]=[CH:21][CH:20]=[CH:19][CH:18]=2)[C:11]2[CH:16]=[CH:15][CH:14]=[CH:13][CH:12]=2)[O:6][CH2:5]1)=[N+]=[N-]. The catalyst is CO.[Pd]. (7) The catalyst is O1CCOCC1.[Cu]I. The yield is 0.550. The product is [C:17]([O:16][C:14]([N:10]1[CH2:11][CH2:12][O:13][CH:8]([C:5]2[CH:6]=[CH:7][C:2]([NH:31][C:29]([C:26]3[CH:25]=[CH:24][C:23]([C:22]([F:32])([F:21])[F:33])=[CH:28][N:27]=3)=[O:30])=[CH:3][CH:4]=2)[CH2:9]1)=[O:15])([CH3:20])([CH3:19])[CH3:18]. The reactants are Br[C:2]1[CH:7]=[CH:6][C:5]([CH:8]2[O:13][CH2:12][CH2:11][N:10]([C:14]([O:16][C:17]([CH3:20])([CH3:19])[CH3:18])=[O:15])[CH2:9]2)=[CH:4][CH:3]=1.[F:21][C:22]([F:33])([F:32])[C:23]1[CH:24]=[CH:25][C:26]([C:29]([NH2:31])=[O:30])=[N:27][CH:28]=1.C(=O)([O-])[O-].[Cs+].[Cs+].CNCCNC. (8) The reactants are [I-].[C:2]([CH2:4][P+](C)(C)C)#[N:3].[CH:9]1[NH:15][C:14]2[N:16]([C@@H:19]3[O:23][C@H:22]([CH2:24][OH:25])[C@@H:21]([OH:26])[C@H:20]3[OH:27])[CH:17]=[N:18][C:13]=2[C:11](=[S:12])[N:10]=1.CC[N:30]([CH:34](C)C)[CH:31]([CH3:33])C.CN(C=O)C.[C:42](#N)[CH2:43][CH3:44]. The catalyst is O. The product is [N:30]1[C:31]2[CH:33]=[CH:42][C:43]([CH2:44][S:12][C:11]3[N:10]=[CH:9][N:15]=[C:14]4[C:13]=3[N:18]=[CH:17][N:16]4[C@@H:19]3[O:23][C@H:22]([CH2:24][OH:25])[C@@H:21]([OH:26])[C@H:20]3[OH:27])=[CH:4][C:2]=2[NH:3][CH:34]=1. The yield is 0.650. (9) The reactants are [C:1]([O:5][C:6]([N:8]1[CH2:13][CH2:12][CH2:11][CH:10]([C:14]([OH:16])=O)[CH2:9]1)=[O:7])([CH3:4])([CH3:3])[CH3:2].[C:17]1([CH:23]2[CH2:28][CH2:27][CH2:26][CH2:25][NH:24]2)[CH:22]=[CH:21][CH:20]=[CH:19][CH:18]=1.CCN(C(C)C)C(C)C.CCN=C=NCCCN(C)C.C1C=CC2N(O)N=NC=2C=1. The catalyst is CN(C=O)C.C(Cl)Cl.[Cl-].[Na+].O. The product is [C:1]([O:5][C:6]([N:8]1[CH2:13][CH2:12][CH2:11][CH:10]([C:14]([N:24]2[CH2:25][CH2:26][CH2:27][CH2:28][CH:23]2[C:17]2[CH:22]=[CH:21][CH:20]=[CH:19][CH:18]=2)=[O:16])[CH2:9]1)=[O:7])([CH3:2])([CH3:3])[CH3:4]. The yield is 0.310. (10) The reactants are [F:1][C:2]([F:22])([C:16]1[CH:21]=[CH:20][CH:19]=[CH:18][CH:17]=1)[CH2:3][O:4][C:5]1[CH:10]=[CH:9][C:8]([CH2:11][C:12]([CH3:15])(O)[CH3:13])=[CH:7][CH:6]=1.[Cl:23][CH2:24][C:25]#[N:26].S(=O)(=O)(O)[OH:28].C(=O)([O-])[O-].[K+].[K+]. The yield is 0.440. The catalyst is CC(OCC1C2C(=CC=CC=2)C(COC(C)=O)=C2C=1C=CC=C2)=O.O. The product is [Cl:23][CH2:24][C:25]([NH:26][C:12]([CH3:15])([CH3:13])[CH2:11][C:8]1[CH:9]=[CH:10][C:5]([O:4][CH2:3][C:2]([F:22])([F:1])[C:16]2[CH:21]=[CH:20][CH:19]=[CH:18][CH:17]=2)=[CH:6][CH:7]=1)=[O:28].